This data is from Full USPTO retrosynthesis dataset with 1.9M reactions from patents (1976-2016). The task is: Predict the reactants needed to synthesize the given product. (1) Given the product [CH2:1]([O:8][C:9]([N:11]1[CH2:15][C@H:14]([O:16][CH3:17])[C@H:13]([F:25])[CH2:12]1)=[O:10])[C:2]1[CH:7]=[CH:6][CH:5]=[CH:4][CH:3]=1, predict the reactants needed to synthesize it. The reactants are: [CH2:1]([O:8][C:9]([N:11]1[CH2:15][C@@H:14]([O:16][CH3:17])[C@H:13](O)[CH2:12]1)=[O:10])[C:2]1[CH:7]=[CH:6][CH:5]=[CH:4][CH:3]=1.C(N(S(F)(F)[F:25])CC)C. (2) Given the product [F:58][C:55]1[CH:56]=[CH:57][C:52]([C:50]2[N:51]=[C:47]([C@H:46]3[CH2:45][C:38]4[C:39]5[C:44](=[CH:43][CH:42]=[CH:41][CH:40]=5)[NH:36][C:37]=4[C:2]([C:8]4[N:12]=[C:11]([CH3:13])[O:10][N:9]=4)([C:3]([O:5][CH2:6][CH3:7])=[O:4])[NH:59]3)[NH:48][CH:49]=2)=[N:53][CH:54]=1, predict the reactants needed to synthesize it. The reactants are: O[CH:2]([C:8]1[N:12]=[C:11]([CH3:13])[O:10][N:9]=1)[C:3]([O:5][CH2:6][CH3:7])=[O:4].S(C1C=CC(C)=CC=1)(O)(=O)=O.S(C1C=CC(C)=CC=1)(O)(=O)=O.[NH:36]1[C:44]2[C:39](=[CH:40][CH:41]=[CH:42][CH:43]=2)[C:38]([CH2:45][C@@H:46]([NH2:59])[C:47]2[NH:48][CH:49]=[C:50]([C:52]3[CH:57]=[CH:56][C:55]([F:58])=[CH:54][N:53]=3)[N:51]=2)=[CH:37]1.C([O-])(=O)C.[Na+].CCO. (3) Given the product [Cl:6][C:7]1[CH:38]=[CH:37][CH:36]=[CH:35][C:8]=1[CH2:9][N:10]([CH3:34])[C:11]([C:13]1[N:14]=[N:15][N:16]([CH2:19][C:20]2[CH:25]=[C:24]([C:26]([F:29])([F:27])[F:28])[CH:23]=[C:22]([C:30]([F:33])([F:31])[F:32])[CH:21]=2)[C:17]=1[N:1]1[CH2:5][CH2:4][CH2:3][CH2:2]1)=[O:12], predict the reactants needed to synthesize it. The reactants are: [NH:1]1[CH2:5][CH2:4][CH2:3][CH2:2]1.[Cl:6][C:7]1[CH:38]=[CH:37][CH:36]=[CH:35][C:8]=1[CH2:9][N:10]([CH3:34])[C:11]([C:13]1[N:14]=[N:15][N:16]([CH2:19][C:20]2[CH:25]=[C:24]([C:26]([F:29])([F:28])[F:27])[CH:23]=[C:22]([C:30]([F:33])([F:32])[F:31])[CH:21]=2)[C:17]=1Cl)=[O:12]. (4) Given the product [F:32][C:31]([F:34])([F:33])[C:29]([OH:35])=[O:30].[NH2:15][CH2:14][CH2:13][CH2:12][N:7]1[C:8](=[O:11])[C:9]2[NH:10][C:2]([Cl:1])=[N:3][C:4]=2[N:5]([CH2:24][CH2:25][CH2:26][CH2:27][CH3:28])[C:6]1=[O:23], predict the reactants needed to synthesize it. The reactants are: [Cl:1][C:2]1[NH:10][C:9]2[C:8](=[O:11])[N:7]([CH2:12][CH2:13][CH2:14][NH:15]C(=O)OC(C)(C)C)[C:6](=[O:23])[N:5]([CH2:24][CH2:25][CH2:26][CH2:27][CH3:28])[C:4]=2[N:3]=1.[C:29]([OH:35])([C:31]([F:34])([F:33])[F:32])=[O:30].